This data is from Forward reaction prediction with 1.9M reactions from USPTO patents (1976-2016). The task is: Predict the product of the given reaction. Given the reactants [BH4-].[Na+].[Cl:3][C:4]1[CH:5]=[CH:6][C:7]([C@@:10]([NH:29][C:30]([CH:32]2[CH2:36][CH2:35][C:34](=[O:37])[CH2:33]2)=[O:31])([C:18]2[CH:23]=[C:22]([C:24]([F:27])([F:26])[F:25])[CH:21]=[C:20]([F:28])[CH:19]=2)[CH2:11][C:12]2[CH:17]=[CH:16][CH:15]=[CH:14][CH:13]=2)=[N:8][CH:9]=1, predict the reaction product. The product is: [Cl:3][C:4]1[CH:5]=[CH:6][C:7]([C@@:10]([NH:29][C:30]([CH:32]2[CH2:36][CH2:35][CH:34]([OH:37])[CH2:33]2)=[O:31])([C:18]2[CH:23]=[C:22]([C:24]([F:25])([F:26])[F:27])[CH:21]=[C:20]([F:28])[CH:19]=2)[CH2:11][C:12]2[CH:13]=[CH:14][CH:15]=[CH:16][CH:17]=2)=[N:8][CH:9]=1.